From a dataset of Full USPTO retrosynthesis dataset with 1.9M reactions from patents (1976-2016). Predict the reactants needed to synthesize the given product. (1) The reactants are: [CH:1]1([NH:6][C:7]([N:9]2[C:17]3[C:12](=[CH:13][C:14]([O:18][C:19]4[CH:24]=[CH:23][N:22]=[C:21]([NH2:25])[CH:20]=4)=[CH:15][CH:16]=3)[CH:11]=[CH:10]2)=[O:8])[CH2:5][CH2:4][CH2:3][CH2:2]1.C(N(CC)CC)C.N1C=[CH:37][CH:36]=[CH:35][CH:34]=1.Cl[C:40]([O:42][C:43]1[CH:48]=[CH:47][CH:46]=[CH:45][CH:44]=1)=[O:41].[C:49]([O:52][CH2:53][CH3:54])(=[O:51])C. Given the product [CH:1]1([NH:6][C:7]([N:9]2[C:17]3[C:12](=[CH:13][C:14]([O:18][C:19]4[CH:24]=[CH:23][N:22]=[C:21]([N:25]([C:49]([O:52][C:53]5[CH:54]=[CH:37][CH:36]=[CH:35][CH:34]=5)=[O:51])[C:40](=[O:41])[O:42][C:43]5[CH:48]=[CH:47][CH:46]=[CH:45][CH:44]=5)[CH:20]=4)=[CH:15][CH:16]=3)[CH:11]=[CH:10]2)=[O:8])[CH2:2][CH2:3][CH2:4][CH2:5]1, predict the reactants needed to synthesize it. (2) Given the product [F:23][C:20]1[CH:19]=[CH:18][C:17]([C:12]2[CH:13]=[C:14]3[C:9](=[CH:10][CH:11]=2)[CH:8]=[C:7]([S:32][C:28]2[N:27]([CH3:26])[CH:31]=[CH:30][N:29]=2)[CH:16]=[CH:15]3)=[CH:22][CH:21]=1, predict the reactants needed to synthesize it. The reactants are: FC(F)(F)S(O[C:7]1[CH:16]=[CH:15][C:14]2[C:9](=[CH:10][CH:11]=[C:12]([C:17]3[CH:22]=[CH:21][C:20]([F:23])=[CH:19][CH:18]=3)[CH:13]=2)[CH:8]=1)(=O)=O.[CH3:26][N:27]1[CH:31]=[CH:30][N:29]=[C:28]1[SH:32].C(N(C(C)C)CC)(C)C.O. (3) Given the product [C:1]1([C:7]2([CH2:11][NH2:12])[CH2:10][CH2:9][CH2:8]2)[CH:6]=[CH:5][CH:4]=[CH:3][CH:2]=1, predict the reactants needed to synthesize it. The reactants are: [C:1]1([C:7]2([C:11]#[N:12])[CH2:10][CH2:9][CH2:8]2)[CH:6]=[CH:5][CH:4]=[CH:3][CH:2]=1.[H-].[Al+3].[Li+].[H-].[H-].[H-].